From a dataset of Catalyst prediction with 721,799 reactions and 888 catalyst types from USPTO. Predict which catalyst facilitates the given reaction. (1) Reactant: O=[CH:2][CH2:3][O:4][C:5]1([C:18]([O:20][CH3:21])=[O:19])[CH2:10][CH2:9][N:8]([C:11]([O:13][C:14]([CH3:17])([CH3:16])[CH3:15])=[O:12])[CH2:7][CH2:6]1.[CH2:22]([NH:29][CH2:30][C:31]1[CH:36]=[CH:35][CH:34]=[CH:33][CH:32]=1)[C:23]1[CH:28]=[CH:27][CH:26]=[CH:25][CH:24]=1.C(O[BH-](OC(=O)C)OC(=O)C)(=O)C.[Na+]. Product: [CH2:30]([N:29]([CH2:22][C:23]1[CH:28]=[CH:27][CH:26]=[CH:25][CH:24]=1)[CH2:2][CH2:3][O:4][C:5]1([C:18]([O:20][CH3:21])=[O:19])[CH2:10][CH2:9][N:8]([C:11]([O:13][C:14]([CH3:17])([CH3:15])[CH3:16])=[O:12])[CH2:7][CH2:6]1)[C:31]1[CH:36]=[CH:35][CH:34]=[CH:33][CH:32]=1. The catalyst class is: 26. (2) Product: [CH2:16]([O:15][C:13](=[O:14])[NH:12][CH2:11][CH2:10][CH2:9][C@H:8]1[CH2:23][N:24]([C@@H:34]([C:38]2[N:47]([CH2:48][C:49]3[CH:50]=[CH:51][CH:52]=[CH:53][CH:54]=3)[C:46](=[O:55])[C:45]3[C:40](=[CH:41][C:42]([Cl:56])=[CH:43][CH:44]=3)[N:39]=2)[CH:35]([CH3:37])[CH3:36])[C:25]([C:27]2[CH:32]=[CH:31][C:30]([CH3:33])=[CH:29][CH:28]=2)=[N:7]1)[C:17]1[CH:22]=[CH:21][CH:20]=[CH:19][CH:18]=1. The catalyst class is: 157. Reactant: C(OC(=O)[NH:7][CH:8]([CH2:23][N:24]([CH:34]([C:38]1[N:47]([CH2:48][C:49]2[CH:54]=[CH:53][CH:52]=[CH:51][CH:50]=2)[C:46](=[O:55])[C:45]2[C:40](=[CH:41][C:42]([Cl:56])=[CH:43][CH:44]=2)[N:39]=1)[CH:35]([CH3:37])[CH3:36])[C:25]([C:27]1[CH:32]=[CH:31][C:30]([CH3:33])=[CH:29][CH:28]=1)=O)[CH2:9][CH2:10][CH2:11][NH:12][C:13]([O:15][CH2:16][C:17]1[CH:22]=[CH:21][CH:20]=[CH:19][CH:18]=1)=[O:14])(C)(C)C. (3) Reactant: [NH2:1][CH:2]1[CH2:7][CH2:6][N:5]([C:8]([O:10][CH2:11][CH3:12])=[O:9])[CH2:4][CH2:3]1.C([N:15]([CH2:18]C)CC)C.C(Cl)(Cl)=[S:21].[OH-].[NH4+]. Product: [NH:1]([CH:2]1[CH2:3][CH2:4][N:5]([C:8]([O:10][CH2:11][CH3:12])=[O:9])[CH2:6][CH2:7]1)[C:18]([NH2:15])=[S:21]. The catalyst class is: 1. (4) Reactant: [F:1][C:2]1([F:25])[CH2:4][CH:3]1[CH2:5][N:6]1[C:14]2[C:9](=[N:10][C:11]([C:15]3[CH2:16][CH:17]4[CH2:21][NH:20][CH2:19][CH:18]4[CH:22]=3)=[CH:12][CH:13]=2)[N:8]([CH3:23])[C:7]1=[O:24].[O:26]1[CH:30]=[CH:29][C:28]([C:31](O)=[O:32])=[N:27]1.CCN(C(C)C)C(C)C.CN(C(ON1N=NC2C=CC=NC1=2)=[N+](C)C)C.F[P-](F)(F)(F)(F)F. Product: [F:25][C:2]1([F:1])[CH2:4][CH:3]1[CH2:5][N:6]1[C:14]2[C:9](=[N:10][C:11]([C:15]3[CH2:16][CH:17]4[CH2:21][N:20]([C:31]([C:28]5[CH:29]=[CH:30][O:26][N:27]=5)=[O:32])[CH2:19][CH:18]4[CH:22]=3)=[CH:12][CH:13]=2)[N:8]([CH3:23])[C:7]1=[O:24]. The catalyst class is: 10. (5) Reactant: [CH3:1][N:2]([CH2:19][C:20]([OH:22])=[O:21])[S:3]([C:6]1[CH:11]=[CH:10][C:9]([N:12]2[CH2:17][CH2:16][C:15](=[O:18])[CH2:14][CH2:13]2)=[CH:8][CH:7]=1)(=[O:5])=[O:4].C(N1C=CN=C1)(N1[CH:29]=[CH:28]N=C1)=O.C(O)C. Product: [CH2:28]([O:21][C:20](=[O:22])[CH2:19][N:2]([CH3:1])[S:3]([C:6]1[CH:11]=[CH:10][C:9]([N:12]2[CH2:13][CH2:14][C:15](=[O:18])[CH2:16][CH2:17]2)=[CH:8][CH:7]=1)(=[O:5])=[O:4])[CH3:29]. The catalyst class is: 7. (6) Reactant: [F:1][C:2]1[CH:3]=[CH:4][C:5]2[C:14]([CH:15]=1)=[C:13]1[C:8]([CH:9]=[CH:10][CH:11]=[CH:12]1)=[N:7][C:6]=2[NH2:16].[C:17](Cl)(=O)[CH3:18].C(=O)(O)[O-].[Na+]. Product: [F:1][C:2]1[CH:3]=[CH:4][C:5]2[C:6]3[N:7]([CH:17]=[CH:18][N:16]=3)[C:8]3[CH:9]=[CH:10][CH:11]=[CH:12][C:13]=3[C:14]=2[CH:15]=1. The catalyst class is: 657. (7) Reactant: [NH:1]1[C:5]([C:6]2[CH:11]=[CH:10][C:9]([N:12]3[CH2:21][CH2:20][C:15]4([O:19][CH2:18][CH2:17][O:16]4)[CH2:14][CH2:13]3)=[CH:8][CH:7]=2)=[N:4][N:3]=[N:2]1.C(=O)([O-])[O-].[Cs+].[Cs+].I[CH2:29][C:30]([O:32][CH2:33][CH3:34])=[O:31]. Product: [CH2:33]([O:32][C:30](=[O:31])[CH2:29][N:3]1[N:2]=[N:1][C:5]([C:6]2[CH:11]=[CH:10][C:9]([N:12]3[CH2:13][CH2:14][C:15]4([O:19][CH2:18][CH2:17][O:16]4)[CH2:20][CH2:21]3)=[CH:8][CH:7]=2)=[N:4]1)[CH3:34].[CH2:33]([O:32][C:30](=[O:31])[CH2:29][N:4]1[C:5]([C:6]2[CH:11]=[CH:10][C:9]([N:12]3[CH2:13][CH2:14][C:15]4([O:19][CH2:18][CH2:17][O:16]4)[CH2:20][CH2:21]3)=[CH:8][CH:7]=2)=[N:1][N:2]=[N:3]1)[CH3:34]. The catalyst class is: 3. (8) Reactant: [Br:1][C:2]1[CH:7]=[CH:6][C:5]([OH:8])=[C:4]([F:9])[CH:3]=1.[H-].[Na+].[CH3:12][C:13]1[C:18]([CH3:19])=[C:17]([N+]([O-])=O)[CH:16]=[CH:15][N+:14]=1[O-:23]. Product: [Br:1][C:2]1[CH:7]=[CH:6][C:5]([O:8][C:17]2[CH:16]=[CH:15][N+:14]([O-:23])=[C:13]([CH3:12])[C:18]=2[CH3:19])=[C:4]([F:9])[CH:3]=1. The catalyst class is: 60.